Dataset: Full USPTO retrosynthesis dataset with 1.9M reactions from patents (1976-2016). Task: Predict the reactants needed to synthesize the given product. (1) Given the product [F:26][C:27]([F:41])([F:42])[C:28]1[CH:33]=[C:32]([C:34]([F:35])([F:36])[F:37])[CH:31]=[CH:30][C:29]=1[C:2]1[CH:25]=[CH:24][C:5]([CH2:6][N:7]2[CH:12]=[C:11]3[N:13]=[C:14]([C:16]4[CH:21]=[CH:20][CH:19]=[C:18]([F:22])[C:17]=4[F:23])[N:15]=[C:10]3[CH:9]=[N:8]2)=[CH:4][CH:3]=1, predict the reactants needed to synthesize it. The reactants are: Br[C:2]1[CH:25]=[CH:24][C:5]([CH2:6][N:7]2[CH:12]=[C:11]3[N:13]=[C:14]([C:16]4[CH:21]=[CH:20][CH:19]=[C:18]([F:22])[C:17]=4[F:23])[N:15]=[C:10]3[CH:9]=[N:8]2)=[CH:4][CH:3]=1.[F:26][C:27]([F:42])([F:41])[C:28]1[CH:33]=[C:32]([C:34]([F:37])([F:36])[F:35])[CH:31]=[CH:30][C:29]=1B(O)O. (2) Given the product [C:60]([NH:59][S:56]([C:53]1[CH:54]=[N:55][C:50]([C:40]2[N:41]([C:44]3[N:45]=[CH:46][CH:47]=[CH:48][N:49]=3)[C:42]3[C:38]([C:39]=2[C:101](=[O:103])[CH3:102])=[CH:37][C:36]([F:65])=[C:35]([C:31](=[O:96])[CH3:6])[CH:43]=3)=[CH:51][CH:52]=1)(=[O:58])=[O:57])([CH3:62])([CH3:61])[CH3:63], predict the reactants needed to synthesize it. The reactants are: BrC1C=C2C([C:6]([C:31]#N)=C(C3N=CC(S(NC(C)(C)C)(=O)=O)=CC=3)N2C2N=CC=CN=2)=CC=1F.Br[C:35]1[CH:43]=[C:42]2[C:38]([C:39](Cl)=[C:40]([C:50]3[N:55]=[CH:54][C:53]([S:56]([NH:59][C:60]([CH3:63])([CH3:62])[CH3:61])(=[O:58])=[O:57])=[CH:52][CH:51]=3)[N:41]2[C:44]2[N:49]=[CH:48][CH:47]=[CH:46][N:45]=2)=[CH:37][C:36]=1[F:65].C1(P(C2C=CC=CC=2)CCCP(C2C=CC=CC=2)C2C=CC=CC=2)C=CC=CC=1.C([O-])([O-])=[O:96].[K+].[K+].[CH:101]([O:103]CCCC)=[CH2:102].Cl. (3) Given the product [C:8]([O:7][C@@H:6]1[C@@H:11]([N:24]2[CH:28]=[C:27]([C:29]([O:31][CH3:32])=[O:30])[N:26]=[N:25]2)[C@@H:12]([O:13][C:14](=[O:16])[CH3:15])[C@@H:17]([CH2:19][O:20][C:21](=[O:23])[CH3:22])[O:18][C@@H:5]1[Br:40])(=[O:10])[CH3:9], predict the reactants needed to synthesize it. The reactants are: C(O[CH:5]1[O:18][C@H:17]([CH2:19][O:20][C:21](=[O:23])[CH3:22])[C@H:12]([O:13][C:14](=[O:16])[CH3:15])[C@H:11]([N:24]2[CH:28]=[C:27]([C:29]([O:31][CH3:32])=[O:30])[N:26]=[N:25]2)[C@H:6]1[O:7][C:8](=[O:10])[CH3:9])(=O)C.C(OC(=O)C)(=O)C.[BrH:40]. (4) The reactants are: C(Cl)(=O)C(Cl)=O.CS(C)=O.[CH2:11]([O:18][C:19]1[CH:28]=[C:27]2[C:22]([CH:23]=[C:24]([CH:29]([OH:31])[CH3:30])[CH:25]=[N:26]2)=[CH:21][CH:20]=1)[CH2:12][CH2:13][CH2:14][CH2:15][CH2:16][CH3:17].CCN(CC)CC. Given the product [CH2:11]([O:18][C:19]1[CH:28]=[C:27]2[C:22]([CH:23]=[C:24]([C:29](=[O:31])[CH3:30])[CH:25]=[N:26]2)=[CH:21][CH:20]=1)[CH2:12][CH2:13][CH2:14][CH2:15][CH2:16][CH3:17], predict the reactants needed to synthesize it. (5) Given the product [Cl:2][CH2:3][CH2:4][NH:5][S:19]([C:16]1[CH:17]=[CH:18][C:13]([Cl:12])=[CH:14][CH:15]=1)(=[O:21])=[O:20], predict the reactants needed to synthesize it. The reactants are: Cl.[Cl:2][CH2:3][CH2:4][NH2:5].N1C=CC=CC=1.[Cl:12][C:13]1[CH:18]=[CH:17][C:16]([S:19](Cl)(=[O:21])=[O:20])=[CH:15][CH:14]=1.Cl. (6) Given the product [NH2:18][C:15]1[CH:14]=[CH:13][C:12]([O:11][C:9]2[CH:8]=[CH:7][N:6]=[C:5]([C:3](=[O:4])[CH3:19])[CH:10]=2)=[CH:17][CH:16]=1, predict the reactants needed to synthesize it. The reactants are: CN[C:3]([C:5]1[CH:10]=[C:9]([O:11][C:12]2[CH:17]=[CH:16][C:15]([NH2:18])=[CH:14][CH:13]=2)[CH:8]=[CH:7][N:6]=1)=[O:4].[CH3:19]NC(C1C=C(Cl)C=CN=1)=O. (7) Given the product [Cl:40][C:41]1[CH:42]=[C:43]([F:54])[C:44]([O:47][CH:48]2[CH2:49][CH2:50][N:51]([S:34]([C:31]3[C:30]([CH3:38])=[N:29][N:28]([CH3:27])[C:32]=3[CH3:33])(=[O:36])=[O:35])[CH2:52][CH2:53]2)=[N:45][CH:46]=1, predict the reactants needed to synthesize it. The reactants are: ClC1C=C(C=CC=1Cl)OC1CCN(S(C2C(C)=NN(C)C=2C)(=O)=O)CC1.[CH3:27][N:28]1[C:32]([CH3:33])=[C:31]([S:34](Cl)(=[O:36])=[O:35])[C:30]([CH3:38])=[N:29]1.Cl.[Cl:40][C:41]1[CH:42]=[C:43]([F:54])[C:44]([O:47][CH:48]2[CH2:53][CH2:52][NH:51][CH2:50][CH2:49]2)=[N:45][CH:46]=1.